From a dataset of Forward reaction prediction with 1.9M reactions from USPTO patents (1976-2016). Predict the product of the given reaction. (1) Given the reactants CN(C)[C:3](=[O:5])[CH3:4].FC(F)(F)S(OS(C(F)(F)F)(=O)=O)(=O)=O.[Br:22][C:23]1[CH:28]=[CH:27][CH:26]=[C:25]([CH:29]=[CH2:30])[CH:24]=1.N1C(C)=CC(C)=CC=1C, predict the reaction product. The product is: [Br:22][C:23]1[CH:24]=[C:25]([CH:29]2[CH2:30][C:3](=[O:5])[CH2:4]2)[CH:26]=[CH:27][CH:28]=1. (2) Given the reactants C(OC(=O)[NH:7][C:8]1([C:14]2[CH:19]=[CH:18][C:17]([C:20]3[C:25]([C:26]4[CH:31]=[CH:30][CH:29]=[CH:28][CH:27]=4)=[CH:24][N:23]4[N:32]=[C:33]([C:35]5[CH:40]=[CH:39][CH:38]=[CH:37][CH:36]=5)[N:34]=[C:22]4[N:21]=3)=[CH:16][CH:15]=2)[CH2:11][C:10]([OH:13])([CH3:12])[CH2:9]1)(C)(C)C.C(O)(C(F)(F)F)=O, predict the reaction product. The product is: [NH2:7][C:8]1([C:14]2[CH:15]=[CH:16][C:17]([C:20]3[C:25]([C:26]4[CH:31]=[CH:30][CH:29]=[CH:28][CH:27]=4)=[CH:24][N:23]4[N:32]=[C:33]([C:35]5[CH:40]=[CH:39][CH:38]=[CH:37][CH:36]=5)[N:34]=[C:22]4[N:21]=3)=[CH:18][CH:19]=2)[CH2:11][C:10]([CH3:12])([OH:13])[CH2:9]1. (3) Given the reactants [CH3:1][N:2]1[CH:6]=[CH:5][N:4]=[C:3]1[S:7][C:8]1[C:9]([N+:14]([O-])=O)=[N:10][CH:11]=[CH:12][CH:13]=1, predict the reaction product. The product is: [CH3:1][N:2]1[CH:6]=[CH:5][N:4]=[C:3]1[S:7][C:8]1[C:9]([NH2:14])=[N:10][CH:11]=[CH:12][CH:13]=1. (4) Given the reactants [CH:1]([C:3]1[CH:8]=[C:7]([Mg]Br)[CH:6]=[CH:5][C:4]=1[C:11]1[CH:16]=[CH:15][CH:14]=[CH:13][CH:12]=1)=[CH2:2].BrC1C=CC(C2C=CC=CC=2)=C(C=C)C=1.[Mg].[O:33]=[C:34]1[CH2:38][N:37]([C:39]([O:41][CH2:42][CH2:43][Si:44]([CH3:47])([CH3:46])[CH3:45])=[O:40])[C@H:36]([C:48]([O:50][CH3:51])=[O:49])[CH2:35]1, predict the reaction product. The product is: [OH:33][C@:34]1([C:7]2[CH:6]=[CH:5][C:4]([C:11]3[CH:16]=[CH:15][CH:14]=[CH:13][CH:12]=3)=[C:3]([CH:1]=[CH2:2])[CH:8]=2)[CH2:38][N:37]([C:39]([O:41][CH2:42][CH2:43][Si:44]([CH3:46])([CH3:47])[CH3:45])=[O:40])[C@H:36]([C:48]([O:50][CH3:51])=[O:49])[CH2:35]1.